From a dataset of Full USPTO retrosynthesis dataset with 1.9M reactions from patents (1976-2016). Predict the reactants needed to synthesize the given product. (1) Given the product [CH2:1]1[CH2:10][O:9][C:8]2[CH:7]=[CH:6][C:5]([NH:11][C:12]3[N:17]=[C:16]([NH:18][C:19]4[CH:24]=[CH:23][C:22]5[O:25][CH2:26][CH2:27][O:28][C:21]=5[CH:20]=4)[C:15]([C:29]4[CH:34]=[CH:33][C:32]([C:37]([O:36][CH3:35])=[O:38])=[CH:31][CH:30]=4)=[CH:14][N:13]=3)=[CH:4][C:3]=2[O:2]1, predict the reactants needed to synthesize it. The reactants are: [CH2:1]1[CH2:10][O:9][C:8]2[CH:7]=[CH:6][C:5]([NH:11][C:12]3[N:17]=[C:16]([NH:18][C:19]4[CH:24]=[CH:23][C:22]5[O:25][CH2:26][CH2:27][O:28][C:21]=5[CH:20]=4)[C:15]([C:29]4[CH:34]=[CH:33][CH:32]=[CH:31][CH:30]=4)=[CH:14][N:13]=3)=[CH:4][C:3]=2[O:2]1.[CH3:35][O:36][C:37](C1C=CC(B(O)O)=CC=1)=[O:38]. (2) The reactants are: [CH3:1][O:2][C:3]1[CH:52]=[CH:51][C:6]([C:7]([O:22][CH2:23][C:24]2[CH:25]=[C:26]([CH:48]=[CH:49][CH:50]=2)[CH2:27][NH:28][C:29]([NH:31][CH2:32][C:33]2[CH:38]=[CH:37][CH:36]=[C:35]([CH2:39][O:40][Si](C(C)(C)C)(C)C)[N:34]=2)=[S:30])([C:16]2[CH:21]=[CH:20][CH:19]=[CH:18][CH:17]=2)[C:8]2[CH:13]=[CH:12][C:11]([O:14][CH3:15])=[CH:10][CH:9]=2)=[CH:5][CH:4]=1. Given the product [CH3:15][O:14][C:11]1[CH:10]=[CH:9][C:8]([C:7]([O:22][CH2:23][C:24]2[CH:25]=[C:26]([CH:48]=[CH:49][CH:50]=2)[CH2:27][NH:28][C:29]([NH:31][CH2:32][C:33]2[CH:38]=[CH:37][CH:36]=[C:35]([CH2:39][OH:40])[N:34]=2)=[S:30])([C:16]2[CH:17]=[CH:18][CH:19]=[CH:20][CH:21]=2)[C:6]2[CH:5]=[CH:4][C:3]([O:2][CH3:1])=[CH:52][CH:51]=2)=[CH:13][CH:12]=1, predict the reactants needed to synthesize it. (3) Given the product [Cl:18][C:11]1[C:12]2[C:17](=[CH:16][CH:15]=[CH:14][CH:13]=2)[C:8]([N:29]2[CH2:28][CH2:27][CH:26]([N:25]([CH3:32])[C:24](=[O:33])[O:23][C:19]([CH3:20])([CH3:21])[CH3:22])[CH2:31][CH2:30]2)=[N:9][N:10]=1, predict the reactants needed to synthesize it. The reactants are: C(=O)([O-])[O-].[K+].[K+].Cl[C:8]1[C:17]2[C:12](=[CH:13][CH:14]=[CH:15][CH:16]=2)[C:11]([Cl:18])=[N:10][N:9]=1.[C:19]([O:23][C:24](=[O:33])[N:25]([CH3:32])[CH:26]1[CH2:31][CH2:30][NH:29][CH2:28][CH2:27]1)([CH3:22])([CH3:21])[CH3:20].O. (4) Given the product [CH3:1][C:2]([O:5][Si:14]([CH3:16])([CH3:15])[CH3:13])([CH3:6])[C:3]#[N:4], predict the reactants needed to synthesize it. The reactants are: [CH3:1][C:2]([CH3:6])([OH:5])[C:3]#[N:4].N1C=CC=CC=1.[CH3:13][Si:14](Cl)([CH3:16])[CH3:15]. (5) Given the product [CH:1]([N:4]1[C:12]2[C:7](=[CH:8][CH:9]=[C:10]([CH2:13][OH:14])[CH:11]=2)[CH:6]=[CH:5]1)([CH3:3])[CH3:2], predict the reactants needed to synthesize it. The reactants are: [CH:1]([N:4]1[C:12]2[C:7](=[CH:8][CH:9]=[C:10]([C:13](OC)=[O:14])[CH:11]=2)[CH:6]=[CH:5]1)([CH3:3])[CH3:2].[BH4-].[Li+]. (6) Given the product [C:19]([Si:23]([CH3:26])([CH3:25])[O:8][C@:2]1([CH3:1])[CH2:7][CH2:6][CH2:5][CH:4]=[CH:3]1)([CH3:22])([CH3:21])[CH3:20], predict the reactants needed to synthesize it. The reactants are: [CH3:1][C@@:2]1([OH:8])[CH2:7][CH2:6][CH2:5][CH:4]=[CH:3]1.CN(C=O)C.N1C=NCC=1.[C:19]([Si:23]([CH3:26])([CH3:25])Cl)([CH3:22])([CH3:21])[CH3:20]. (7) Given the product [Cl:28][C:20]1[CH:21]2[N:26]=[CH:25][N:24]([CH3:27])[CH:22]2[N:23]=[C:18]([NH:17][S:14]([C:11]2([CH2:10][CH2:9][OH:8])[CH2:13][CH2:12]2)(=[O:16])=[O:15])[C:19]=1[NH:29][C:30]1[CH:35]=[CH:34][C:33]([I:36])=[CH:32][C:31]=1[F:37], predict the reactants needed to synthesize it. The reactants are: [Si]([O:8][CH2:9][CH2:10][C:11]1([S:14]([NH:17][C:18]2[C:19]([NH:29][C:30]3[CH:35]=[CH:34][C:33]([I:36])=[CH:32][C:31]=3[F:37])=[C:20]([Cl:28])[CH:21]3[N:26]=[CH:25][N:24]([CH3:27])[CH:22]3[N:23]=2)(=[O:16])=[O:15])[CH2:13][CH2:12]1)(C(C)(C)C)(C)C.Cl.